Dataset: Retrosynthesis with 50K atom-mapped reactions and 10 reaction types from USPTO. Task: Predict the reactants needed to synthesize the given product. (1) Given the product O=c1c(-n2ccnn2)c[nH]n1-c1cc(N2CC(F)(F)C2)ncn1, predict the reactants needed to synthesize it. The reactants are: FC1(F)CNC1.O=c1c(-n2ccnn2)c[nH]n1-c1cc(Cl)ncn1. (2) Given the product CN(C(=O)c1c(O)c2cccc3c2n(c1=O)CCO3)c1ccc(F)cc1, predict the reactants needed to synthesize it. The reactants are: CNc1ccc(F)cc1.O=C(O)c1c(O)c2cccc3c2n(c1=O)CCO3. (3) Given the product CC(NCCCNC(=O)CCc1nc2ccc(N3CCCCC3)nc2s1)c1ccc(Cl)c(Cl)c1, predict the reactants needed to synthesize it. The reactants are: CC(NCCCN)c1ccc(Cl)c(Cl)c1.O=C(O)CCc1nc2ccc(N3CCCCC3)nc2s1. (4) Given the product O=C(CCc1ccccc1)Nc1cc(F)ccc1C(=O)C(F)(F)F, predict the reactants needed to synthesize it. The reactants are: O=C(CCc1ccccc1)Nc1cc(F)ccc1C(O)C(F)(F)F.